From a dataset of Forward reaction prediction with 1.9M reactions from USPTO patents (1976-2016). Predict the product of the given reaction. The product is: [OH:39][C@@H:38]1[N:8]([C:6]([O:5][C:1]([CH3:4])([CH3:3])[CH3:2])=[O:7])[C:9]2[CH:28]=[C:13]([O:14][CH2:15][CH2:16][CH2:17][CH2:18][CH2:19][C:20](=[O:21])[O:22][CH2:23][C:24]([Cl:27])([Cl:25])[Cl:26])[C:12]([O:29][CH3:30])=[CH:11][C:10]=2[C:31](=[O:32])[N:33]2[CH2:37][CH2:36][CH2:35][CH:34]12. Given the reactants [C:1]([O:5][C:6]([NH:8][C:9]1[C:10]([C:31]([N:33]2[CH2:37][CH2:36][CH2:35][C@H:34]2[CH2:38][OH:39])=[O:32])=[CH:11][C:12]([O:29][CH3:30])=[C:13]([CH:28]=1)[O:14][CH2:15][CH2:16][CH2:17][CH2:18][CH2:19][C:20]([O:22][CH2:23][C:24]([Cl:27])([Cl:26])[Cl:25])=[O:21])=[O:7])([CH3:4])([CH3:3])[CH3:2].CC(OI1(OC(C)=O)(OC(C)=O)OC(=O)C2C=CC=CC1=2)=O, predict the reaction product.